This data is from Peptide-MHC class I binding affinity with 185,985 pairs from IEDB/IMGT. The task is: Regression. Given a peptide amino acid sequence and an MHC pseudo amino acid sequence, predict their binding affinity value. This is MHC class I binding data. The peptide sequence is GLVGLVTFL. The MHC is HLA-A02:06 with pseudo-sequence HLA-A02:06. The binding affinity (normalized) is 0.558.